Predict the reaction yield, written as a fraction of the theoretical maximum amount of product (1.0 means a 100% yield; for example, 0.34 means a 34% yield). From a dataset of Reaction yield outcomes from USPTO patents with 853,638 reactions. (1) The reactants are [F:1][C:2]([F:16])([F:15])[C:3]1[CH:4]=[C:5]([N:9]2[CH:13]=[CH:12][C:11]([NH2:14])=[N:10]2)[CH:6]=[CH:7][CH:8]=1.N1C=CC=CC=1.[Cl:23][C:24]1[CH:25]=[CH:26][C:27]([N+:33]([O-:35])=[O:34])=[C:28]([CH:32]=1)[C:29](Cl)=[O:30]. The catalyst is ClCCl. The product is [Cl:23][C:24]1[CH:25]=[CH:26][C:27]([N+:33]([O-:35])=[O:34])=[C:28]([CH:32]=1)[C:29]([NH:14][C:11]1[CH:12]=[CH:13][N:9]([C:5]2[CH:6]=[CH:7][CH:8]=[C:3]([C:2]([F:1])([F:15])[F:16])[CH:4]=2)[N:10]=1)=[O:30]. The yield is 0.850. (2) The product is [F:1][C:2]1[CH:32]=[CH:31][C:5]([CH2:6][NH:7][C:8]([C:10]2[NH:11][C:12](=[O:30])[C:13]3[C:18]([CH2:19][O:20][CH2:21][C@H:22]4[CH2:23][CH2:24][C@H:25]([C:28]([OH:36])=[O:29])[CH2:26][CH2:27]4)=[CH:17][S:16][C:14]=3[N:15]=2)=[O:9])=[CH:4][C:3]=1[O:33][CH3:34]. The reactants are [F:1][C:2]1[CH:32]=[CH:31][C:5]([CH2:6][NH:7][C:8]([C:10]2[NH:11][C:12](=[O:30])[C:13]3[C:18]([CH2:19][O:20][CH2:21][C@H:22]4[CH2:27][CH2:26][C@H:25]([CH2:28][OH:29])[CH2:24][CH2:23]4)=[CH:17][S:16][C:14]=3[N:15]=2)=[O:9])=[CH:4][C:3]=1[O:33][CH3:34].[Cr](O[Cr]([O-])(=O)=O)([O-])(=O)=[O:36].[NH+]1C=CC=CC=1.[NH+]1C=CC=CC=1. The catalyst is CN(C)C=O.O. The yield is 0.630. (3) The reactants are [CH:1]1[C:10]2[C:5](=[CH:6][CH:7]=[CH:8][CH:9]=2)[CH:4]=[C:3]([NH2:11])[N:2]=1.N1C=CC=CC=1.Cl[C:19]([O:21][C:22]1[CH:27]=[CH:26][CH:25]=[CH:24][CH:23]=1)=[O:20]. The catalyst is C(#N)C.O. The product is [CH:1]1[C:10]2[C:5](=[CH:6][CH:7]=[CH:8][CH:9]=2)[CH:4]=[C:3]([NH:11][C:19](=[O:20])[O:21][C:22]2[CH:27]=[CH:26][CH:25]=[CH:24][CH:23]=2)[N:2]=1. The yield is 0.830. (4) The reactants are [CH3:1][O:2][C:3]([C:5]1[C:18]2[C:17](=[O:19])[C:16]3[C:11](=[CH:12][CH:13]=[C:14]([CH3:20])[CH:15]=3)[O:10][C:9]=2[CH:8]=[CH:7][CH:6]=1)=[O:4].[Br:21]N1C(=O)CCC1=O. The catalyst is C(Cl)(Cl)(Cl)Cl.C(OOC(=O)C1C=CC=CC=1)(=O)C1C=CC=CC=1. The product is [CH3:1][O:2][C:3]([C:5]1[C:18]2[C:17](=[O:19])[C:16]3[C:11](=[CH:12][CH:13]=[C:14]([CH2:20][Br:21])[CH:15]=3)[O:10][C:9]=2[CH:8]=[CH:7][CH:6]=1)=[O:4]. The yield is 0.450. (5) The reactants are [Br:1][C:2]1[CH:7]=[CH:6][C:5]([NH2:8])=[CH:4][C:3]=1[CH3:9].[OH-].[Na+].[CH3:12][C:13]([CH3:18])=[CH:14][C:15](Cl)=[O:16]. The catalyst is C(Cl)Cl. The product is [Br:1][C:2]1[CH:7]=[CH:6][C:5]([NH:8][C:15](=[O:16])[CH:14]=[C:13]([CH3:18])[CH3:12])=[CH:4][C:3]=1[CH3:9]. The yield is 0.986. (6) The reactants are FC(F)(F)C(OC(=O)C(F)(F)F)=O.[N+:14]([O-:17])([O-])=[O:15].[NH4+].[CH3:19][O:20][C:21]([C:23]([NH:25][C:26]1[CH:31]=[CH:30][C:29]([C@H:32]2[CH2:37][CH2:36][C@H:35]([O:38][CH2:39][CH2:40][C:41]([O:43][CH3:44])=[O:42])[CH2:34][CH2:33]2)=[CH:28][CH:27]=1)=[O:24])=[O:22].C(=O)([O-])O.[Na+]. The catalyst is C(Cl)Cl. The product is [CH3:19][O:20][C:21]([C:23]([NH:25][C:26]1[CH:27]=[CH:28][C:29]([C@H:32]2[CH2:37][CH2:36][C@H:35]([O:38][CH2:39][CH2:40][C:41]([O:43][CH3:44])=[O:42])[CH2:34][CH2:33]2)=[CH:30][C:31]=1[N+:14]([O-:17])=[O:15])=[O:24])=[O:22]. The yield is 0.740. (7) The yield is 0.800. The catalyst is C(O)C. The product is [CH3:1][C:2]1[N:6]([CH2:7][CH2:8][CH2:9][C:10]2[CH:15]=[CH:14][C:13]([CH2:16][CH2:17][CH2:18][CH2:19][CH2:20][CH2:21][CH3:22])=[CH:12][CH:11]=2)[C:5]([C:23]2[CH:40]=[CH:39][C:26]([O:27][C@H:28]([CH2:32][C:33]3[CH:34]=[CH:35][CH:36]=[CH:37][CH:38]=3)[C:29]([O-:31])=[O:30])=[CH:25][CH:24]=2)=[CH:4][CH:3]=1.[Na+:42]. The reactants are [CH3:1][C:2]1[N:6]([CH2:7][CH2:8][CH2:9][C:10]2[CH:15]=[CH:14][C:13]([CH2:16][CH2:17][CH2:18][CH2:19][CH2:20][CH2:21][CH3:22])=[CH:12][CH:11]=2)[C:5]([C:23]2[CH:40]=[CH:39][C:26]([O:27][C@H:28]([CH2:32][C:33]3[CH:38]=[CH:37][CH:36]=[CH:35][CH:34]=3)[C:29]([OH:31])=[O:30])=[CH:25][CH:24]=2)=[CH:4][CH:3]=1.[OH-].[Na+:42].C(O)C. (8) The reactants are C([N:8](CC1C=CC=CC=1)[C@@H:9]1[C:15](=[O:16])[N:14]([CH2:17][C:18]([F:21])([F:20])[F:19])[C:13]2[CH:22]=[C:23]([F:26])[CH:24]=[CH:25][C:12]=2[O:11][C@@H:10]1[CH2:27][CH3:28])C1C=CC=CC=1. The catalyst is CO.[Pd]. The product is [NH2:8][C@@H:9]1[C:15](=[O:16])[N:14]([CH2:17][C:18]([F:19])([F:21])[F:20])[C:13]2[CH:22]=[C:23]([F:26])[CH:24]=[CH:25][C:12]=2[O:11][C@@H:10]1[CH2:27][CH3:28]. The yield is 0.660. (9) The reactants are [Cl:1][C:2]1[N:7]=[N:6][C:5]([NH:8][NH2:9])=[C:4]([NH2:10])[CH:3]=1.[C:11]([O-])(=O)[CH3:12].[K+]. The catalyst is CC(O)=O. The product is [Cl:1][C:2]1[CH:3]=[C:4]([NH2:10])[C:5]2[N:6]([C:11]([CH3:12])=[N:9][N:8]=2)[N:7]=1. The yield is 0.820. (10) The yield is 0.930. The product is [CH2:13]([N:15]([CH2:19][CH3:20])[C:16](=[S:17])[O:12][C:4]1[CH:5]=[C:6]([C:8]([F:10])([F:11])[F:9])[CH:7]=[C:2]([F:1])[CH:3]=1)[CH3:14]. The catalyst is CN(C=O)C.O. The reactants are [F:1][C:2]1[CH:3]=[C:4]([OH:12])[CH:5]=[C:6]([C:8]([F:11])([F:10])[F:9])[CH:7]=1.[CH2:13]([N:15]([CH2:19][CH3:20])[C:16](Cl)=[S:17])[CH3:14].